From a dataset of Peptide-MHC class I binding affinity with 185,985 pairs from IEDB/IMGT. Regression. Given a peptide amino acid sequence and an MHC pseudo amino acid sequence, predict their binding affinity value. This is MHC class I binding data. The MHC is HLA-A26:01 with pseudo-sequence HLA-A26:01. The binding affinity (normalized) is 0. The peptide sequence is LAYFPVFRFLNGS.